From a dataset of Reaction yield outcomes from USPTO patents with 853,638 reactions. Predict the reaction yield, written as a fraction of the theoretical maximum amount of product (1.0 means a 100% yield; for example, 0.34 means a 34% yield). (1) The reactants are [NH2:1][C@@H:2]1[CH2:7][CH2:6][CH2:5][CH2:4][C@H:3]1[NH:8][C:9]1[C:14]([Cl:15])=[CH:13][N:12]=[C:11]([NH:16][C:17]2[CH:31]=[CH:30][C:20]3[CH2:21][CH2:22][N:23]([CH2:26][CH2:27][O:28][CH3:29])[CH2:24][CH2:25][C:19]=3[CH:18]=2)[N:10]=1.C(N(CC)CC)C.[F:39][C:40]([F:47])([F:46])[CH2:41][S:42](Cl)(=[O:44])=[O:43]. The catalyst is C(Cl)Cl. The product is [Cl:15][C:14]1[C:9]([NH:8][C@@H:3]2[CH2:4][CH2:5][CH2:6][CH2:7][C@H:2]2[NH:1][S:42]([CH2:41][C:40]([F:47])([F:46])[F:39])(=[O:44])=[O:43])=[N:10][C:11]([NH:16][C:17]2[CH:31]=[CH:30][C:20]3[CH2:21][CH2:22][N:23]([CH2:26][CH2:27][O:28][CH3:29])[CH2:24][CH2:25][C:19]=3[CH:18]=2)=[N:12][CH:13]=1. The yield is 0.530. (2) The reactants are Cl[C:2](Cl)([O:4]C(=O)OC(Cl)(Cl)Cl)Cl.[F:13][C:14]([F:27])([F:26])[C:15]1[CH:24]=[C:23]2[C:18]([C@@H:19]([NH2:25])[CH2:20][CH2:21][O:22]2)=[CH:17][CH:16]=1.C(N(CC)C(C)C)(C)C.Cl.[Cl:38][C:39]1[CH:57]=[CH:56][C:42]([CH2:43][N:44]2[C:48]([C@H:49]3[CH2:53][CH2:52][CH2:51][NH:50]3)=[N:47][N:46]=[C:45]2[CH2:54][OH:55])=[CH:41][CH:40]=1.C([O-])(O)=O.[Na+]. The catalyst is C(Cl)Cl.[Cl-].[Na+].O. The product is [Cl:38][C:39]1[CH:57]=[CH:56][C:42]([CH2:43][N:44]2[C:45]([CH2:54][OH:55])=[N:46][N:47]=[C:48]2[C@H:49]2[CH2:53][CH2:52][CH2:51][N:50]2[C:2]([NH:25][C@@H:19]2[C:18]3[C:23](=[CH:24][C:15]([C:14]([F:13])([F:26])[F:27])=[CH:16][CH:17]=3)[O:22][CH2:21][CH2:20]2)=[O:4])=[CH:41][CH:40]=1. The yield is 0.821. (3) The reactants are [Cl:1][C:2]1[CH:3]=[C:4]([C:8]2[CH:9]=[CH:10][C:11]3[NH:17][C:16](=[O:18])[CH2:15][CH2:14][NH:13][C:12]=3[N:19]=2)[CH:5]=[CH:6][CH:7]=1.[CH3:20][C:21]([O-])(C)C.[K+].C(I)C. The catalyst is C1COCC1. The product is [Cl:1][C:2]1[CH:3]=[C:4]([C:8]2[CH:9]=[CH:10][C:11]3[N:17]([CH2:20][CH3:21])[C:16](=[O:18])[CH2:15][CH2:14][NH:13][C:12]=3[N:19]=2)[CH:5]=[CH:6][CH:7]=1. The yield is 0.860. (4) The product is [NH2:7][C:8]([CH2:16][N:17]1[C:25]2[C:20](=[CH:21][C:22]([C:26]3[N:30]=[C:29]([C:31]4[CH:36]=[CH:35][C:34]([O:37][CH:38]([CH3:39])[CH3:40])=[C:33]([Cl:41])[CH:32]=4)[O:28][N:27]=3)=[CH:23][CH:24]=2)[CH2:19][CH2:18]1)([CH2:9][OH:10])[CH2:13][OH:12]. The reactants are C(OC(=O)[NH:7][C:8]1([CH2:16][N:17]2[C:25]3[C:20](=[CH:21][C:22]([C:26]4[N:30]=[C:29]([C:31]5[CH:36]=[CH:35][C:34]([O:37][CH:38]([CH3:40])[CH3:39])=[C:33]([Cl:41])[CH:32]=5)[O:28][N:27]=4)=[CH:23][CH:24]=3)[CH2:19][CH2:18]2)[CH2:13][O:12]C(C)(C)[O:10][CH2:9]1)(C)(C)C.C(OC1C=C(C2ON=C(C3C=CC=C4C=3CCN4CC3(NC(=O)OC(C)(C)C)COC(C)(C)OC3)N=2)C=CC=1OCC)C. No catalyst specified. The yield is 0.400. (5) The reactants are Cl[C:2]1[N:7]2[N:8]=[CH:9][C:10]([C:11]([O:13][CH2:14][CH3:15])=[O:12])=[C:6]2[N:5]=[CH:4][C:3]=1[C:16]([N:18]1[CH2:23][CH2:22][C:21]([F:30])([C:24]2[CH:29]=[CH:28][CH:27]=[CH:26][CH:25]=2)[CH2:20][CH2:19]1)=[O:17].[F:31][C:32]1[CH:38]=[CH:37][C:35]([NH2:36])=[C:34]([CH3:39])[CH:33]=1. No catalyst specified. The product is [CH2:14]([O:13][C:11]([C:10]1[CH:9]=[N:8][N:7]2[C:2]([NH:36][C:35]3[CH:37]=[CH:38][C:32]([F:31])=[CH:33][C:34]=3[CH3:39])=[C:3]([C:16]([N:18]3[CH2:19][CH2:20][C:21]([F:30])([C:24]4[CH:29]=[CH:28][CH:27]=[CH:26][CH:25]=4)[CH2:22][CH2:23]3)=[O:17])[CH:4]=[N:5][C:6]=12)=[O:12])[CH3:15]. The yield is 0.730. (6) The reactants are [CH3:1][O:2][C:3]1[CH:9]=[CH:8][C:6]([NH2:7])=[CH:5][CH:4]=1.[N:10]#[C:11][NH2:12].[N+:13]([O-:16])([OH:15])=[O:14]. The catalyst is C(O)C. The product is [N+:13]([O-:16])([O-:15])=[O:14].[CH3:1][O:2][C:3]1[CH:9]=[CH:8][C:6]([NH:7][C:11]([NH2:12])=[NH2+:10])=[CH:5][CH:4]=1. The yield is 0.380. (7) The reactants are I([O-])(=O)(=O)=[O:2].[Na+].[Br:7][C:8]1[C:9](=[O:31])[C:10]([O:23][CH2:24][C:25]2[CH:30]=[CH:29][CH:28]=[CH:27][CH:26]=2)=[C:11]([C:19]([O:21][CH3:22])=[O:20])[N:12]([CH2:14][CH:15]([OH:18])CO)[CH:13]=1. The catalyst is O. The product is [Br:7][C:8]1[C:9](=[O:31])[C:10]([O:23][CH2:24][C:25]2[CH:30]=[CH:29][CH:28]=[CH:27][CH:26]=2)=[C:11]([C:19]([O:21][CH3:22])=[O:20])[N:12]([CH2:14][CH:15]([OH:2])[OH:18])[CH:13]=1. The yield is 0.880.